Dataset: Reaction yield outcomes from USPTO patents with 853,638 reactions. Task: Predict the reaction yield, written as a fraction of the theoretical maximum amount of product (1.0 means a 100% yield; for example, 0.34 means a 34% yield). The reactants are [F:1][C:2]1[CH:3]=[CH:4][C:5]2[O:9][CH:8]=[C:7]([CH3:10])[C:6]=2[CH:11]=1.[CH2:12]([CH:14]([CH2:18][CH3:19])[C:15](Cl)=[O:16])[CH3:13].[Cl-].[Al+3].[Cl-].[Cl-].O. The catalyst is [N+](C)([O-])=O. The product is [CH2:12]([CH:14]([CH2:18][CH3:19])[C:15]([C:8]1[O:9][C:5]2[CH:4]=[CH:3][C:2]([F:1])=[CH:11][C:6]=2[C:7]=1[CH3:10])=[O:16])[CH3:13]. The yield is 0.930.